This data is from Full USPTO retrosynthesis dataset with 1.9M reactions from patents (1976-2016). The task is: Predict the reactants needed to synthesize the given product. (1) Given the product [Cl:1][C:2]1[N:7]=[C:6]([C:8]([OH:10])([CH3:35])[CH3:9])[C:5]2[C:11]([O:33][CH3:34])=[N:12][N:13]([C:14]([C:15]3[CH:20]=[CH:19][CH:18]=[CH:17][CH:16]=3)([C:27]3[CH:32]=[CH:31][CH:30]=[CH:29][CH:28]=3)[C:21]3[CH:22]=[CH:23][CH:24]=[CH:25][CH:26]=3)[C:4]=2[CH:3]=1, predict the reactants needed to synthesize it. The reactants are: [Cl:1][C:2]1[N:7]=[C:6]([C:8](=[O:10])[CH3:9])[C:5]2[C:11]([O:33][CH3:34])=[N:12][N:13]([C:14]([C:27]3[CH:32]=[CH:31][CH:30]=[CH:29][CH:28]=3)([C:21]3[CH:26]=[CH:25][CH:24]=[CH:23][CH:22]=3)[C:15]3[CH:20]=[CH:19][CH:18]=[CH:17][CH:16]=3)[C:4]=2[CH:3]=1.[CH3:35][Mg]Br. (2) Given the product [Cl-:13].[CH3:15][O:3][C:2](=[O:4])[CH2:5][CH2:6][CH2:7][NH+:8]([CH3:10])[CH3:9], predict the reactants needed to synthesize it. The reactants are: [Cl-].[C:2]([CH2:5][CH2:6][CH2:7][NH+:8]([CH3:10])[CH3:9])([OH:4])=[O:3].S(Cl)([Cl:13])=O.[CH3:15]O. (3) Given the product [C:1](/[CH:3]=[CH:4]/[S:5]([C:8]1[CH:9]=[CH:10][C:11]([C:14]([CH3:19])([CH3:18])[C:15]([NH:28][CH2:27][CH2:26][C:20]2[CH:25]=[CH:24][CH:23]=[CH:22][CH:21]=2)=[O:17])=[CH:12][CH:13]=1)(=[O:6])=[O:7])#[N:2], predict the reactants needed to synthesize it. The reactants are: [C:1](/[CH:3]=[CH:4]/[S:5]([C:8]1[CH:13]=[CH:12][C:11]([C:14]([CH3:19])([CH3:18])[C:15]([OH:17])=O)=[CH:10][CH:9]=1)(=[O:7])=[O:6])#[N:2].[C:20]1([CH2:26][CH2:27][NH2:28])[CH:25]=[CH:24][CH:23]=[CH:22][CH:21]=1.Cl.CN(C)CCCN=C=NCC.ON1C2C=CC=CC=2N=N1. (4) Given the product [NH2:21][C:17]1[CH:16]=[C:15]2[C:20](=[CH:19][CH:18]=1)[N:12]([C:10]([O:9][C:5]([CH3:8])([CH3:7])[CH3:6])=[O:11])[N:13]=[C:14]2[C:24]1[CH:25]=[CH:26][CH:27]=[CH:28][CH:29]=1, predict the reactants needed to synthesize it. The reactants are: C([O-])=O.[NH4+].[C:5]([O:9][C:10]([N:12]1[C:20]2[C:15](=[CH:16][C:17]([N+:21]([O-])=O)=[CH:18][CH:19]=2)[C:14]([C:24]2[CH:29]=[CH:28][CH:27]=[CH:26][CH:25]=2)=[N:13]1)=[O:11])([CH3:8])([CH3:7])[CH3:6].CO. (5) Given the product [C:16]([O:15][C:13](=[O:14])[CH2:12][O:10][C:7]1[CH:8]=[CH:9][C:4]([NH2:1])=[CH:5][CH:6]=1)([CH3:19])([CH3:18])[CH3:17], predict the reactants needed to synthesize it. The reactants are: [N+:1]([C:4]1[CH:9]=[CH:8][C:7]([OH:10])=[CH:6][CH:5]=1)([O-])=O.Br[CH2:12][C:13]([O:15][C:16]([CH3:19])([CH3:18])[CH3:17])=[O:14].C([O-])([O-])=O.[K+].[K+].